Task: Predict the reactants needed to synthesize the given product.. Dataset: Full USPTO retrosynthesis dataset with 1.9M reactions from patents (1976-2016) (1) Given the product [Br:1][C:2]1[CH:7]=[CH:6][CH:5]=[C:4]([N+:8]([O-:10])=[O:9])[C:3]=1[CH2:11][Br:19], predict the reactants needed to synthesize it. The reactants are: [Br:1][C:2]1[CH:7]=[CH:6][CH:5]=[C:4]([N+:8]([O-:10])=[O:9])[C:3]=1[CH3:11].C1C(=O)N([Br:19])C(=O)C1. (2) Given the product [CH2:16]([O:15][C:3]1[CH:4]=[C:5]([CH:10]=[C:11]([O:12][CH2:13][CH3:14])[C:2]=1[C:22]1[CH:21]=[N:20][N:19]([CH3:18])[CH:23]=1)[C:6]([O:8][CH3:9])=[O:7])[CH3:17], predict the reactants needed to synthesize it. The reactants are: Br[C:2]1[C:11]([O:12][CH2:13][CH3:14])=[CH:10][C:5]([C:6]([O:8][CH3:9])=[O:7])=[CH:4][C:3]=1[O:15][CH2:16][CH3:17].[CH3:18][N:19]1[CH:23]=[C:22](B2OC(C)(C)C(C)(C)O2)[CH:21]=[N:20]1.P([O-])([O-])([O-])=O.[K+].[K+].[K+].O. (3) Given the product [CH2:26]([O:28][C:29]1[N:34]=[CH:33][C:32]([CH:35]([NH:36][C:37]2[CH:42]=[CH:41][CH:40]=[C:39]([O:43][CH3:44])[CH:38]=2)[C:8]([C:10]2[C:18]3[C:13](=[CH:14][CH:15]=[CH:16][CH:17]=3)[NH:12][CH:11]=2)=[O:9])=[CH:31][CH:30]=1)[CH3:27], predict the reactants needed to synthesize it. The reactants are: C(N(CC)CC)C.[CH:8]([C:10]1[C:18]2[C:13](=[CH:14][CH:15]=[CH:16][CH:17]=2)[N:12](C(OC(C)(C)C)=O)[CH:11]=1)=[O:9].[CH2:26]([O:28][C:29]1[N:34]=[CH:33][C:32]([CH:35]=[N:36][C:37]2[CH:42]=[CH:41][CH:40]=[C:39]([O:43][CH3:44])[CH:38]=2)=[CH:31][CH:30]=1)[CH3:27]. (4) Given the product [CH3:1][S:2]([O:16][C:13]1[CH:14]=[CH:15][C:10]([C:8](=[O:9])[CH2:7][Br:6])=[CH:11][CH:12]=1)(=[O:4])=[O:3], predict the reactants needed to synthesize it. The reactants are: [CH3:1][S:2](Cl)(=[O:4])=[O:3].[Br:6][CH2:7][C:8]([C:10]1[CH:15]=[CH:14][C:13]([OH:16])=[CH:12][CH:11]=1)=[O:9].C(N(CC)CC)C. (5) Given the product [C:1]([O:5][C:6]([N:8]1[CH2:9][CH:26]([C:32]#[N:34])[CH2:12][CH:13]1[C:14]1[NH:15][C:16]([C:19]2[CH:24]=[CH:23][C:22]([Br:25])=[CH:21][CH:20]=2)=[CH:17][N:18]=1)=[O:7])([CH3:2])([CH3:3])[CH3:4], predict the reactants needed to synthesize it. The reactants are: [C:1]([O:5][C:6]([N:8]1[CH:13]([C:14]2[NH:15][C:16]([C:19]3[CH:24]=[CH:23][C:22]([Br:25])=[CH:21][CH:20]=3)=[CH:17][N:18]=2)[CH:12]2[CH2:26][CH:9]1CC2)=[O:7])([CH3:4])([CH3:3])[CH3:2].C(O[C:32]([N:34]1CC(C#N)CC1C(=O)NCC(C1C=CC(Br)=CC=1)=O)=O)(C)(C)C.C(OC(N1CC2CC1CC2)=O)(C)(C)C.